This data is from Reaction yield outcomes from USPTO patents with 853,638 reactions. The task is: Predict the reaction yield, written as a fraction of the theoretical maximum amount of product (1.0 means a 100% yield; for example, 0.34 means a 34% yield). (1) The reactants are CC(OC(/N=N/C(OC(C)C)=O)=O)C.[Cl:15][C:16]1[C:17]([OH:26])=[C:18]([C:23](=[O:25])[CH3:24])[CH:19]=[CH:20][C:21]=1[OH:22].O[CH2:28][C:29]1[CH:34]=[CH:33][C:32]([CH:35]([O:44][CH:45]2[CH2:50][CH2:49][CH2:48][CH2:47][O:46]2)[C:36]2[CH:37]=[C:38]([CH:41]=[CH:42][CH:43]=2)[C:39]#[N:40])=[CH:31][CH:30]=1.C1(P(C2C=CC=CC=2)C2C=CC=CC=2)C=CC=CC=1. The catalyst is O1CCCC1. The product is [C:23]([C:18]1[CH:19]=[CH:20][C:21]([O:22][CH2:28][C:29]2[CH:30]=[CH:31][C:32]([CH:35]([O:44][CH:45]3[CH2:50][CH2:49][CH2:48][CH2:47][O:46]3)[C:36]3[CH:37]=[C:38]([CH:41]=[CH:42][CH:43]=3)[C:39]#[N:40])=[CH:33][CH:34]=2)=[C:16]([Cl:15])[C:17]=1[OH:26])(=[O:25])[CH3:24]. The yield is 0.980. (2) The reactants are [F:1][C:2]1[CH:3]=[N:4][C:5]([O:12][C:13]2[CH:18]=[CH:17][C:16]([F:19])=[CH:15][CH:14]=2)=[C:6]([CH:11]=1)[C:7]([O:9]C)=[O:8].[OH-].[Na+].Cl. The catalyst is CO.O. The product is [F:1][C:2]1[CH:3]=[N:4][C:5]([O:12][C:13]2[CH:18]=[CH:17][C:16]([F:19])=[CH:15][CH:14]=2)=[C:6]([CH:11]=1)[C:7]([OH:9])=[O:8]. The yield is 0.910.